This data is from Forward reaction prediction with 1.9M reactions from USPTO patents (1976-2016). The task is: Predict the product of the given reaction. Given the reactants Br[C:2]1[CH:3]=[C:4]([C:24]([F:27])([F:26])[F:25])[C:5]([N+:21]([O-])=O)=[C:6]([NH:8][C:9]([C:11]2[O:15][C:14]([C:16]([CH3:19])([CH3:18])[CH3:17])=[N:13][C:12]=2[CH3:20])=O)[CH:7]=1.[F:28][C:29]1[CH:34]=[CH:33][CH:32]=[CH:31][C:30]=1B(O)O, predict the reaction product. The product is: [C:16]([C:14]1[O:15][C:11]([C:9]2[NH:21][C:5]3[C:4]([C:24]([F:27])([F:26])[F:25])=[CH:3][C:2]([C:30]4[CH:31]=[CH:32][CH:33]=[CH:34][C:29]=4[F:28])=[CH:7][C:6]=3[N:8]=2)=[C:12]([CH3:20])[N:13]=1)([CH3:19])([CH3:18])[CH3:17].